From a dataset of Forward reaction prediction with 1.9M reactions from USPTO patents (1976-2016). Predict the product of the given reaction. (1) Given the reactants [CH3:1][O:2][C:3]1[CH:9]=[CH:8][C:6]([NH2:7])=[C:5]([CH3:10])[CH:4]=1.C(=O)(O)[O-].[Na+].[Cl:16][CH2:17][C:18](Cl)=[O:19], predict the reaction product. The product is: [Cl:16][CH2:17][C:18]([NH:7][C:6]1[CH:8]=[CH:9][C:3]([O:2][CH3:1])=[CH:4][C:5]=1[CH3:10])=[O:19]. (2) Given the reactants [OH-].[K+].[Cl:3][C:4]1[CH:9]=[CH:8][C:7]([C:10]2[N:15]=[C:14]([C:16]([O:18]CC)=[O:17])[CH:13]=[CH:12][C:11]=2[C:21]2[C:26]([O:27][CH3:28])=[CH:25][CH:24]=[CH:23][C:22]=2[O:29][CH3:30])=[CH:6][C:5]=1[O:31][CH2:32][CH2:33][CH2:34][N:35]([CH3:37])[CH3:36].Cl, predict the reaction product. The product is: [Cl:3][C:4]1[CH:9]=[CH:8][C:7]([C:10]2[N:15]=[C:14]([C:16]([OH:18])=[O:17])[CH:13]=[CH:12][C:11]=2[C:21]2[C:26]([O:27][CH3:28])=[CH:25][CH:24]=[CH:23][C:22]=2[O:29][CH3:30])=[CH:6][C:5]=1[O:31][CH2:32][CH2:33][CH2:34][N:35]([CH3:37])[CH3:36].